From a dataset of Drug-target binding data from BindingDB using IC50 measurements. Regression. Given a target protein amino acid sequence and a drug SMILES string, predict the binding affinity score between them. We predict pIC50 (pIC50 = -log10(IC50 in M); higher means more potent). Dataset: bindingdb_ic50. (1) The drug is S=c1[nH]ccn1Cc1c(Cl)cccc1Cl. The target protein (P09172) has sequence MPALSRWASLPGPSMREAAFMYSTAVAIFLVILVAALQGSAPRESPLPYHIPLDPEGSLELSWNVSYTQEAIHFQLLVRRLKAGVLFGMSDRGELENADLVVLWTDGDTAYFADAWSDQKGQIHLDPQQDYQLLQVQRTPEGLTLLFKRPFGTCDPKDYLIEDGTVHLVYGILEEPFRSLEAINGSGLQMGLQRVQLLKPNIPEPELPSDACTMEVQAPNIQIPSQETTYWCYIKELPKGFSRHHIIKYEPIVTKGNEALVHHMEVFQCAPEMDSVPHFSGPCDSKMKPDRLNYCRHVLAAWALGAKAFYYPEEAGLAFGGPGSSRYLRLEVHYHNPLVIEGRNDSSGIRLYYTAKLRRFNAGIMELGLVYTPVMAIPPRETAFILTGYCTDKCTQLALPPSGIHIFASQLHTHLTGRKVVTVLVRDGREWEIVNQDNHYSPHFQEIRMLKKVVSVHPGDVLITSCTYNTEDRELATVGGFGILEEMCVNYVHYYPQTQL.... The pIC50 is 3.1. (2) The compound is [C-]#[N+][C@H]1C[C@@H](N2CCC2)CC[C@@H]1n1cc(C(N)=O)c(Nc2ccc(C(F)(F)F)cc2)n1. The target protein sequence is DPTVFHKRYLKKIRDLGEGHFGKVSLYCYDPTNDGTGEMVAVKALKADCGPQHRSGWKQEIDILRTLYHEHIIKYKGCCEDQGEKSLQLVMEYVPLGSLRDYLPRHSIGLAQLLLFAQQICEGMAYLHAQHYIHRDLAARNVLLDNDRLVKIGDFGLAKAVPEGHEYYRVREDGDSPVFWYAPECLKEYKFYYASDVWSFGVTLYELLTHCDSSQSPPTKFLELIGIAQGQMTVLRLTELLERGERLPRPDKCPCEVYHLMKNCWETEASFRPTFENLIPILKTVHEKYQGQAPSVFSVC. The pIC50 is 5.7. (3) The compound is OC[C@H]1NC[C@H](O)[C@@H](O)[C@@H]1O. The target protein (Q14697) has sequence MAAVAAVAARRRRSWASLVLAFLGVCLGITLAVDRSNFKTCEESSFCKRQRSIRPGLSPYRALLDSLQLGPDSLTVHLIHEVTKVLLVLELQGLQKNMTRFRIDELEPRRPRYRVPDVLVADPPIARLSVSGRDENSVELTMAEGPYKIILTARPFRLDLLEDRSLLLSVNARGLLEFEHQRAPRVSQGSKDPAEGDGAQPEETPRDGDKPEETQGKAEKDEPGAWEETFKTHSDSKPYGPMSVGLDFSLPGMEHVYGIPEHADNLRLKVTEGGEPYRLYNLDVFQYELYNPMALYGSVPVLLAHNPHRDLGIFWLNAAETWVDISSNTAGKTLFGKMMDYLQGSGETPQTDVRWMSETGIIDVFLLLGPSISDVFRQYASLTGTQALPPLFSLGYHQSRWNYRDEADVLEVDQGFDDHNLPCDVIWLDIEHADGKRYFTWDPSRFPQPRTMLERLASKRRKLVAIVDPHIKVDSGYRVHEELRNLGLYVKTRDGSDYEG.... The pIC50 is 4.6. (4) The small molecule is CC(C)C[C@H](NC(=O)CNC(=O)CNC(=O)[C@H](Cc1ccccc1)NC(=O)[C@H](Cc1cnc[nH]1)NC(=O)CNC(=O)[C@@H](NC(=O)[C@H](CS)NC(=O)[C@H](Cc1ccccc1)NC(=O)[C@H](CCCN=C(N)N)NC(=O)[C@@H](N)CCC(N)=O)[C@@H](C)O)C(=O)N[C@@H](Cc1ccc(O)cc1)C(=O)N1CCC[C@H]1C(=O)N[C@@H](CS)C(=O)O. The target protein (P55899) has sequence MGVPRPQPWALGLLLFLLPGSLGAESHLSLLYHLTAVSSPAPGTPAFWVSGWLGPQQYLSYNSLRGEAEPCGAWVWENQVSWYWEKETTDLRIKEKLFLEAFKALGGKGPYTLQGLLGCELGPDNTSVPTAKFALNGEEFMNFDLKQGTWGGDWPEALAISQRWQQQDKAANKELTFLLFSCPHRLREHLERGRGNLEWKEPPSMRLKARPSSPGFSVLTCSAFSFYPPELQLRFLRNGLAAGTGQGDFGPNSDGSFHASSSLTVKSGDEHHYCCIVQHAGLAQPLRVELESPAKSSVLVVGIVIGVLLLTAAAVGGALLWRRMRSGLPAPWISLRGDDTGVLLPTPGEAQDADLKDVNVIPATA. The pIC50 is 4.6. (5) The drug is CC(C)(Nc1nc(Nc2ccc3ncsc3c2)[nH]c(=O)n1)c1ccccc1. The target protein (P16092) has sequence MWGWKCLLFWAVLVTATLCTARPAPTLPEQAQPWGVPVEVESLLVHPGDLLQLRCRLRDDVQSINWLRDGVQLVESNRTRITGEEVEVRDSIPADSGLYACVTSSPSGSDTTYFSVNVSDALPSSEDDDDDDDSSSEEKETDNTKPNRRPVAPYWTSPEKMEKKLHAVPAAKTVKFKCPSSGTPNPTLRWLKNGKEFKPDHRIGGYKVRYATWSIIMDSVVPSDKGNYTCIVENEYGSINHTYQLDVVERSPHRPILQAGLPANKTVALGSNVEFMCKVYSDPQPHIQWLKHIEVNGSKIGPDNLPYVQILKTAGVNTTDKEMEVLHLRNVSFEDAGEYTCLAGNSIGLSHHSAWLTVLEALEERPAVMTSPLYLEIIIYCTGAFLISCMLGSVIIYKMKSGTKKSDFHSQMAVHKLAKSIPLRRQVTVSADSSASMNSGVLLVRPSRLSSSGTPMLAGVSEYELPEDPRWELPRDRLVLGKPLGEGCFGQVVLAEAIGL.... The pIC50 is 5.0. (6) The drug is C[C@H](N[C@@H](CCc1ccccc1)C(=O)O)C(=O)N1CCC[C@H]1C(=O)O. The target protein (P09470) has sequence MGAASGQRGRWPLSPPLLMLSLLVLLLQPSPAPALDPGLQPGNFSPDEAGAQLFAESYNSSAEVVMFQSTVASWAHDTNITEENARRQEEAALVSQEFAEVWGKKAKELYESIWQNFTDSKLRRIIGSIRTLGPANLPLAQRQQYNSLLSNMSRIYSTGKVCFPNKTATCWSLDPELTNILASSRSYAKLLFAWEGWHDAVGIPLKPLYQDFTAISNEAYRQDDFSDTGAFWRSWYESPSFEESLEHIYHQLEPLYLNLHAYVRRALHRRYGDKYVNLRGPIPAHLLGDMWAQSWENIYDMVVPFPDKPNLDVTSTMVQKGWNATHMFRVSEEFFTSLGLSPMPPEFWAESMLEKPTDGREVVCHASAWDFYNRKDFRIKQCTRVTMEQLATVHHEMGHVQYYLQYKDLHVSLRRGANPGFHEAIGDVLALSVSTPAHLHKIGLLDHVTNDIESDINYLLKMALEKIAFLPFGYLVDQWRWGVFSGRTPPSRYNFDWWYL.... The pIC50 is 7.9.